Dataset: Forward reaction prediction with 1.9M reactions from USPTO patents (1976-2016). Task: Predict the product of the given reaction. (1) Given the reactants C[O:2][C:3]([C:5]1[CH:6]=[C:7]([CH:24]=[CH:25][CH:26]=1)[CH2:8][O:9][C:10]1[CH:11]=[C:12]([C:20]([O:22]C)=[O:21])[CH:13]=[C:14]([CH:19]=1)[C:15]([O:17]C)=[O:16])=[O:4].[OH-].[K+], predict the reaction product. The product is: [C:3]([C:5]1[CH:6]=[C:7]([CH:24]=[CH:25][CH:26]=1)[CH2:8][O:9][C:10]1[CH:11]=[C:12]([C:20]([OH:22])=[O:21])[CH:13]=[C:14]([CH:19]=1)[C:15]([OH:17])=[O:16])([OH:4])=[O:2]. (2) Given the reactants Br[C:2]1[C:3]2[CH:10]=[C:9]([O:11][CH2:12][C:13]3[CH:18]=[CH:17][C:16]([C@@H:19]([C:26]#[C:27][CH3:28])[CH2:20][C:21]([O:23][CH2:24][CH3:25])=[O:22])=[CH:15][CH:14]=3)[CH:8]=[CH:7][C:4]=2[S:5][CH:6]=1.[CH3:29][C:30]1[CH:35]=[CH:34][CH:33]=[C:32]([CH3:36])[C:31]=1B(O)O.COC1C=CC=C(OC)C=1C1C=CC=CC=1P(C1CCCCC1)C1CCCCC1.[O-]P([O-])([O-])=O.[K+].[K+].[K+], predict the reaction product. The product is: [CH3:29][C:30]1[CH:35]=[CH:34][CH:33]=[C:32]([CH3:36])[C:31]=1[C:2]1[C:3]2[CH:10]=[C:9]([O:11][CH2:12][C:13]3[CH:18]=[CH:17][C:16]([C@@H:19]([C:26]#[C:27][CH3:28])[CH2:20][C:21]([O:23][CH2:24][CH3:25])=[O:22])=[CH:15][CH:14]=3)[CH:8]=[CH:7][C:4]=2[S:5][CH:6]=1. (3) Given the reactants [CH3:1][N:2]([C:4]([CH2:6][N:7]1[C:15]2[C:10](=[CH:11][CH:12]=[C:13]([C:16]([OH:18])=[O:17])[CH:14]=2)[C:9]([CH:19]2[CH2:24][CH2:23][CH2:22][CH2:21][CH2:20]2)=[C:8]1[C:25]1[CH:26]=[C:27]2[C:32](=[CH:33][CH:34]=1)[N:31]=[C:30]([C:35]1[S:39][C:38]([CH3:40])=[N:37][C:36]=1[CH3:41])[CH:29]=[CH:28]2)=[O:5])[CH3:3].CO[C:44]([C:46]1[CH:54]=C2[C:47]([C:46]([CH:44]3CCCCC3)=[C:54](C3C=C4C(=CC=3)N=C(C3SC(C)=NC=3C)C=C4)N2CC(=O)N(C)C)=C[CH:47]=1)=O.CC1CCNCC1, predict the reaction product. The product is: [CH:19]1([C:9]2[C:10]3[C:15](=[CH:14][C:13]([C:16]([OH:18])=[O:17])=[CH:12][CH:11]=3)[N:7]([CH2:6][C:4]([N:2]3[CH2:1][CH2:47][CH:46]([CH3:54])[CH2:44][CH2:3]3)=[O:5])[C:8]=2[C:25]2[CH:26]=[C:27]3[C:32](=[CH:33][CH:34]=2)[N:31]=[C:30]([C:35]2[S:39][C:38]([CH3:40])=[N:37][C:36]=2[CH3:41])[CH:29]=[CH:28]3)[CH2:20][CH2:21][CH2:22][CH2:23][CH2:24]1. (4) Given the reactants Cl[CH:2]([Cl:4])C.[C:5]([C:9]1[CH:17]=[CH:16][C:12]([C:13](Cl)=[O:14])=[CH:11][CH:10]=1)([CH3:8])([CH3:7])[CH3:6].[O:18]1CCCOO1, predict the reaction product. The product is: [C:5]([C:9]1[CH:17]=[CH:16][C:12]([C:13]([O:18][CH2:2][Cl:4])=[O:14])=[CH:11][CH:10]=1)([CH3:8])([CH3:7])[CH3:6].